Predict the reaction yield, written as a fraction of the theoretical maximum amount of product (1.0 means a 100% yield; for example, 0.34 means a 34% yield). From a dataset of Reaction yield outcomes from USPTO patents with 853,638 reactions. (1) The reactants are [F:1][C:2]1[CH:7]=[CH:6][CH:5]=[CH:4][C:3]=1[CH2:8][C:9]([OH:11])=O.C(Cl)(=O)C(Cl)=O.[Br:18][C:19]1[CH:24]=[CH:23][C:22]([O:25]C)=[CH:21][CH:20]=1.[Al+3].[Cl-].[Cl-].[Cl-]. The catalyst is ClCCl.CN(C=O)C. The product is [Br:18][C:19]1[CH:20]=[CH:21][C:22]([OH:25])=[C:23]([C:9](=[O:11])[CH2:8][C:3]2[CH:4]=[CH:5][CH:6]=[CH:7][C:2]=2[F:1])[CH:24]=1. The yield is 0.810. (2) The product is [C:19]([C:16]1[CH:17]=[CH:18][C:13]([NH:3][CH2:4][C:5]2([NH2:11])[CH2:10][CH2:9][CH2:8][CH2:7][CH2:6]2)=[N:14][CH:15]=1)#[N:20]. The catalyst is CO. The yield is 0.790. The reactants are Cl.Cl.[NH2:3][CH2:4][C:5]1([NH2:11])[CH2:10][CH2:9][CH2:8][CH2:7][CH2:6]1.Cl[C:13]1[CH:18]=[CH:17][C:16]([C:19]#[N:20])=[CH:15][N:14]=1.C(N(CC)C(C)C)(C)C.O1CCOCC1. (3) The reactants are C[O:2][C:3]1[CH:30]=[CH:29][C:6]([O:7][C:8]2[CH:13]=[CH:12][C:11]([C:14](=[O:28])[CH2:15][CH2:16][C:17]([NH:19][CH2:20][CH2:21][C:22]3[CH:27]=[CH:26][CH:25]=[CH:24][N:23]=3)=[O:18])=[CH:10][CH:9]=2)=[CH:5][CH:4]=1.C(=O)=O.CC(C)=O.B(Br)(Br)Br. The catalyst is C(Cl)Cl. The product is [OH:2][C:3]1[CH:4]=[CH:5][C:6]([O:7][C:8]2[CH:9]=[CH:10][C:11]([C:14](=[O:28])[CH2:15][CH2:16][C:17]([NH:19][CH2:20][CH2:21][C:22]3[CH:27]=[CH:26][CH:25]=[CH:24][N:23]=3)=[O:18])=[CH:12][CH:13]=2)=[CH:29][CH:30]=1. The yield is 0.570. (4) The reactants are [C:1]([C:3]1[CH:8]=[CH:7][C:6]([C:9]2[C:10](/[CH:14]=[CH:15]/[C:16]([O:18][CH2:19][CH3:20])=[O:17])=[CH:11][S:12][CH:13]=2)=[C:5]([CH3:21])[CH:4]=1)#[N:2]. The catalyst is CCO.[Pd]. The product is [C:1]([C:3]1[CH:8]=[CH:7][C:6]([C:9]2[C:10]([CH2:14][CH2:15][C:16]([O:18][CH2:19][CH3:20])=[O:17])=[CH:11][S:12][CH:13]=2)=[C:5]([CH3:21])[CH:4]=1)#[N:2]. The yield is 0.900. (5) The reactants are Cl[C:2]1[CH:7]=[C:6]2[CH2:8][O:9][C:10]3[CH:41]=[C:40]4[C:13]([CH:14]=[CH:15][C:16]5[N:20]=[C:19]([C@@H:21]6[CH2:25][C@H:24]([O:26][CH2:27][CH3:28])[CH2:23][N:22]6[C:29](=[O:39])[C@@H:30]([NH:34][C:35](=[O:38])[O:36][CH3:37])[CH:31]([CH3:33])[CH3:32])[NH:18][C:17]=54)=[CH:12][C:11]=3[C:5]2=[CH:4][CH:3]=1.[CH3:42][C:43]1([CH3:59])[C:47]([CH3:49])([CH3:48])[O:46][B:45]([B:45]2[O:46][C:47]([CH3:49])([CH3:48])[C:43]([CH3:59])([CH3:42])[O:44]2)[O:44]1.C([O-])(=O)C.[K+].C1(P(C2CCCCC2)C2C=CC=CC=2C2C(C(C)C)=CC(C(C)C)=CC=2C(C)C)CCCCC1. The catalyst is O1CCOCC1.C1C=CC(/C=C/C(/C=C/C2C=CC=CC=2)=O)=CC=1.C1C=CC(/C=C/C(/C=C/C2C=CC=CC=2)=O)=CC=1.[Pd]. The product is [CH3:37][O:36][C:35](=[O:38])[NH:34][C@@H:30]([CH:31]([CH3:32])[CH3:33])[C:29]([N:22]1[CH2:23][C@@H:24]([O:26][CH2:27][CH3:28])[CH2:25][C@H:21]1[C:19]1[NH:18][C:17]2[C:40]3[C:13]([CH:14]=[CH:15][C:16]=2[N:20]=1)=[CH:12][C:11]1[C:5]2[C:6]([CH2:8][O:9][C:10]=1[CH:41]=3)=[CH:7][C:2]([B:45]1[O:46][C:47]([CH3:49])([CH3:48])[C:43]([CH3:59])([CH3:42])[O:44]1)=[CH:3][CH:4]=2)=[O:39]. The yield is 0.730. (6) The reactants are [N+:1]([C:4]1[CH:5]=[C:6]([N:17]2[CH2:22][CH2:21][NH:20][CH2:19][CH2:18]2)[CH:7]=[CH:8][C:9]=1[S:10][C:11]1[CH:16]=[CH:15][CH:14]=[CH:13][CH:12]=1)([O-:3])=[O:2].[OH-].[Na+].[C:25](O[C:25]([O:27][C:28]([CH3:31])([CH3:30])[CH3:29])=[O:26])([O:27][C:28]([CH3:31])([CH3:30])[CH3:29])=[O:26].Cl. The catalyst is C1COCC1.O.CCOC(C)=O. The product is [N+:1]([C:4]1[CH:5]=[C:6]([N:17]2[CH2:22][CH2:21][N:20]([C:25]([O:27][C:28]([CH3:31])([CH3:30])[CH3:29])=[O:26])[CH2:19][CH2:18]2)[CH:7]=[CH:8][C:9]=1[S:10][C:11]1[CH:12]=[CH:13][CH:14]=[CH:15][CH:16]=1)([O-:3])=[O:2]. The yield is 0.850. (7) The reactants are [Br:1][C:2]1[CH:9]=[C:8]([F:10])[C:5]([CH:6]=O)=[C:4]([F:11])[CH:3]=1.C(O[BH-](OC(=O)C)OC(=O)C)(=O)C.[Na+].[CH3:26][NH:27][CH3:28]. No catalyst specified. The product is [Br:1][C:2]1[CH:9]=[C:8]([F:10])[C:5]([CH2:6][N:27]([CH3:28])[CH3:26])=[C:4]([F:11])[CH:3]=1. The yield is 0.790.